The task is: Predict which catalyst facilitates the given reaction.. This data is from Catalyst prediction with 721,799 reactions and 888 catalyst types from USPTO. (1) Reactant: Br[C:2]1[CH:11]=[N:10][CH:9]=[C:8]2[C:3]=1[CH:4]=[C:5]([C:12]([NH2:14])=[O:13])[CH:6]=[N:7]2.[F:15][C:16]([F:28])([F:27])[O:17][C:18]1[CH:23]=[CH:22][C:21](B(O)O)=[CH:20][CH:19]=1.C(=O)([O-])[O-].[Cs+].[Cs+]. Product: [F:15][C:16]([F:27])([F:28])[O:17][C:18]1[CH:23]=[CH:22][C:21]([C:2]2[CH:11]=[N:10][CH:9]=[C:8]3[C:3]=2[CH:4]=[C:5]([C:12]([NH2:14])=[O:13])[CH:6]=[N:7]3)=[CH:20][CH:19]=1. The catalyst class is: 688. (2) Reactant: [CH:1]1[C:13]2[CH:12]([CH2:14][O:15][C:16]([NH:18][C@H:19]([CH2:49][CH2:50][CH2:51][OH:52])[C:20]([O:22][C@H:23]([C:34]3[CH:39]=[CH:38][C:37]([O:40][CH:41]([F:43])[F:42])=[C:36]([O:44][CH2:45][CH:46]4[CH2:48][CH2:47]4)[CH:35]=3)[CH2:24][C:25]3[C:30]([Cl:31])=[CH:29][N+:28]([O-:32])=[CH:27][C:26]=3[Cl:33])=[O:21])=[O:17])[C:11]3[C:6](=[CH:7][CH:8]=[CH:9][CH:10]=3)[C:5]=2[CH:4]=[CH:3][CH:2]=1.[C:53](Cl)(=[O:55])[CH3:54]. Product: [CH:10]1[C:11]2[CH:12]([CH2:14][O:15][C:16]([NH:18][C@H:19]([CH2:49][CH2:50][CH2:51][O:52][C:53](=[O:55])[CH3:54])[C:20]([O:22][C@H:23]([C:34]3[CH:39]=[CH:38][C:37]([O:40][CH:41]([F:43])[F:42])=[C:36]([O:44][CH2:45][CH:46]4[CH2:47][CH2:48]4)[CH:35]=3)[CH2:24][C:25]3[C:26]([Cl:33])=[CH:27][N+:28]([O-:32])=[CH:29][C:30]=3[Cl:31])=[O:21])=[O:17])[C:13]3[C:5](=[CH:4][CH:3]=[CH:2][CH:1]=3)[C:6]=2[CH:7]=[CH:8][CH:9]=1. The catalyst class is: 2.